Dataset: Forward reaction prediction with 1.9M reactions from USPTO patents (1976-2016). Task: Predict the product of the given reaction. (1) Given the reactants [OH:1][C:2]1[CH:7]=[CH:6][C:5](B(O)O)=[CH:4][CH:3]=1.O.O.O.O.O.O.O.O.O.O.C(=O)([O-])[O-].[Na+].[Na+].Br[C:28]1[CH:29]=[N:30][C:31]([C:34]2[CH:39]=[CH:38][C:37]([CH2:40][C@H:41]([NH:54][C:55]([C:57]3[S:58][C:59]([C:62]([CH3:65])([CH3:64])[CH3:63])=[CH:60][CH:61]=3)=[O:56])[C:42]([NH:44][C@@H:45]([C:47]([O:49][C:50]([CH3:53])([CH3:52])[CH3:51])=[O:48])[CH3:46])=[O:43])=[CH:36][CH:35]=2)=[N:32][CH:33]=1.C1COCC1, predict the reaction product. The product is: [C:62]([C:59]1[S:58][C:57]([C:55]([NH:54][C@@H:41]([CH2:40][C:37]2[CH:38]=[CH:39][C:34]([C:31]3[N:30]=[CH:29][C:28]([C:5]4[CH:6]=[CH:7][C:2]([OH:1])=[CH:3][CH:4]=4)=[CH:33][N:32]=3)=[CH:35][CH:36]=2)[C:42]([NH:44][C@@H:45]([C:47]([O:49][C:50]([CH3:53])([CH3:51])[CH3:52])=[O:48])[CH3:46])=[O:43])=[O:56])=[CH:61][CH:60]=1)([CH3:63])([CH3:64])[CH3:65]. (2) Given the reactants C([Mg]Br)C.[CH3:5][CH:6]([CH3:10])[CH2:7][C:8]#[CH:9].C1C[O:14][CH2:13][CH2:12]1, predict the reaction product. The product is: [CH3:5][CH:6]([CH3:10])[CH2:7][C:8]#[C:9][CH2:12][CH2:13][OH:14]. (3) Given the reactants ClNC(=O)OCC.[F:8][C:9]([F:34])([F:33])[C:10]1[CH:32]=[CH:31][CH:30]=[CH:29][C:11]=1[O:12][CH:13]1[CH2:18][CH2:17][N:16]([C:19]2[S:20][CH:21]=[C:22]([CH:24]=[CH:25][C:26]([OH:28])=O)[N:23]=2)[CH2:15][CH2:14]1.CCN(CC)CC.[N-:42]=[N+:43]=[N-:44].[Na+], predict the reaction product. The product is: [F:33][C:9]([F:34])([F:8])[C:10]1[CH:32]=[CH:31][CH:30]=[CH:29][C:11]=1[O:12][CH:13]1[CH2:14][CH2:15][N:16]([C:19]2[S:20][CH:21]=[C:22]([CH:24]=[CH:25][C:26]([N:42]=[N+:43]=[N-:44])=[O:28])[N:23]=2)[CH2:17][CH2:18]1.